Dataset: Reaction yield outcomes from USPTO patents with 853,638 reactions. Task: Predict the reaction yield, written as a fraction of the theoretical maximum amount of product (1.0 means a 100% yield; for example, 0.34 means a 34% yield). (1) The reactants are [CH:1]([C:4]1[N:5]=[C:6]([C:9]2[CH:18]=[C:17]([O:19][CH:20]3[CH2:38][CH:37]4[N:22]([C:23](=[O:59])[N:24](CC5C=CC(OC)=CC=5)[CH2:25][CH2:26][CH2:27][CH2:28][CH2:29][CH:30]=[CH:31][CH:32]5[C:34]([C:40]([NH:42][S:43]([C:46]6([CH3:49])[CH2:48][CH2:47]6)(=[O:45])=[O:44])=[O:41])([NH:35][C:36]4=[O:39])[CH2:33]5)[CH2:21]3)[C:16]3[C:11](=[C:12]([CH3:62])[C:13]([O:60][CH3:61])=[CH:14][CH:15]=3)[N:10]=2)[S:7][CH:8]=1)([CH3:3])[CH3:2].C([SiH](CC)CC)C.C(O)(C(F)(F)F)=O. The product is [CH:1]([C:4]1[N:5]=[C:6]([C:9]2[CH:18]=[C:17]([O:19][CH:20]3[CH2:38][CH:37]4[N:22]([C:23](=[O:59])[NH:24][CH2:25][CH2:26][CH2:27][CH2:28][CH2:29][CH:30]=[CH:31][CH:32]5[C:34]([C:40]([NH:42][S:43]([C:46]6([CH3:49])[CH2:48][CH2:47]6)(=[O:45])=[O:44])=[O:41])([NH:35][C:36]4=[O:39])[CH2:33]5)[CH2:21]3)[C:16]3[C:11](=[C:12]([CH3:62])[C:13]([O:60][CH3:61])=[CH:14][CH:15]=3)[N:10]=2)[S:7][CH:8]=1)([CH3:2])[CH3:3]. The catalyst is ClCCl. The yield is 0.800. (2) The reactants are [CH3:1][O:2][C:3]1[CH:4]=[C:5]2[C:10](=[CH:11][C:12]=1[O:13][CH3:14])[N:9]=[CH:8][N:7]=[C:6]2[CH:15]1[CH2:20][CH2:19][NH:18][CH2:17][CH2:16]1.[N+](C1C=CC([O:30][C:31](=O)[NH:32][C:33]2[CH:38]=[CH:37][C:36]([CH:39]([CH3:41])[CH3:40])=[CH:35][CH:34]=2)=CC=1)([O-])=O. The catalyst is CC#N. The product is [CH:39]([C:36]1[CH:37]=[CH:38][C:33]([NH:32][C:31]([N:18]2[CH2:19][CH2:20][CH:15]([C:6]3[C:5]4[C:10](=[CH:11][C:12]([O:13][CH3:14])=[C:3]([O:2][CH3:1])[CH:4]=4)[N:9]=[CH:8][N:7]=3)[CH2:16][CH2:17]2)=[O:30])=[CH:34][CH:35]=1)([CH3:41])[CH3:40]. The yield is 0.720.